From a dataset of Peptide-MHC class II binding affinity with 134,281 pairs from IEDB. Regression. Given a peptide amino acid sequence and an MHC pseudo amino acid sequence, predict their binding affinity value. This is MHC class II binding data. The peptide sequence is TICDQCIANGVSTKI. The MHC is DRB1_0101 with pseudo-sequence DRB1_0101. The binding affinity (normalized) is 0.718.